This data is from Catalyst prediction with 721,799 reactions and 888 catalyst types from USPTO. The task is: Predict which catalyst facilitates the given reaction. (1) Reactant: [CH3:1][CH2:2][O:3][C:4]([CH2:6][C:7]#[N:8])=[O:5].C([O-])(=O)C.[NH4+].C(O)(=O)C.[CH3:18][N:19]1[CH2:24][CH2:23][N:22]([C:25]2[CH:30]=[CH:29][C:28]([C:31](=O)[CH3:32])=[CH:27][CH:26]=2)[CH2:21][CH2:20]1. Product: [C:7](/[C:6](=[C:31](/[C:28]1[CH:27]=[CH:26][C:25]([N:22]2[CH2:21][CH2:20][N:19]([CH3:18])[CH2:24][CH2:23]2)=[CH:30][CH:29]=1)\[CH3:32])/[C:4]([O:3][CH2:2][CH3:1])=[O:5])#[N:8]. The catalyst class is: 638. (2) Reactant: [C:1]([O:5][C:6]([N:8]([CH3:41])[C@@H:9]([CH3:40])[C:10]([NH:12][C@@H:13]([CH:37]([CH3:39])[CH3:38])[C:14]([N:16]1[C:20]2=[N:21][CH:22]=[CH:23][CH:24]=[C:19]2[CH2:18][C@H:17]1[CH2:25]OS(C1C=CC(C)=CC=1)(=O)=O)=[O:15])=[O:11])=[O:7])([CH3:4])([CH3:3])[CH3:2].C([O-])([O-])=O.[K+].[K+].[NH2:48][C:49]1[CH:54]=[CH:53][CH:52]=[CH:51][CH:50]=1. Product: [C:1]([O:5][C:6](=[O:7])[N:8]([CH3:41])[C@H:9]([C:10](=[O:11])[NH:12][C@H:13]([C:14]([N:16]1[C:20]2=[N:21][CH:22]=[CH:23][CH:24]=[C:19]2[CH2:18][C@H:17]1[CH2:25][NH:48][C:49]1[CH:54]=[CH:53][CH:52]=[CH:51][CH:50]=1)=[O:15])[CH:37]([CH3:39])[CH3:38])[CH3:40])([CH3:3])([CH3:2])[CH3:4]. The catalyst class is: 258.